This data is from Blood-brain barrier permeability classification from the B3DB database. The task is: Regression/Classification. Given a drug SMILES string, predict its absorption, distribution, metabolism, or excretion properties. Task type varies by dataset: regression for continuous measurements (e.g., permeability, clearance, half-life) or binary classification for categorical outcomes (e.g., BBB penetration, CYP inhibition). Dataset: b3db_classification. (1) The result is 0 (does not penetrate BBB). The molecule is CCn1ccc(NS(=O)(=O)c2ccc(N)cc2)nc1=O. (2) The compound is O=c1[nH]c2ccccc2n1CCCN1CCN(C(c2ccccc2)c2ccccc2)CC1. The result is 1 (penetrates BBB). (3) The molecule is CN1[C@H]2CC(OC(=O)C(CO)c3ccccc3)C[C@H]1[C@H]1O[C@@H]21. The result is 1 (penetrates BBB). (4) The drug is NC[C@@H]1CC(=O)N(Cc2ccccc2)C1. The result is 1 (penetrates BBB). (5) The drug is CC(C)(C)NCC(O)c1cc(Cl)c(N)c(Cl)c1. The result is 0 (does not penetrate BBB). (6) The drug is C[C@H](N)Cc1ccc(O)cc1. The result is 0 (does not penetrate BBB). (7) The molecule is CC(=O)Oc1cccc2c1C(=O)c1c(OC(C)=O)cc(C(=O)O)cc1C2=O. The result is 0 (does not penetrate BBB). (8) The compound is CCOC(=O)CC(O)CC(O)C=CC1=C(c2ccc(F)cc2)c2ccccc2OC12CCCC2. The result is 1 (penetrates BBB). (9) The molecule is Cc1ccnc(NS(=O)(=O)c2ccc(N)cc2)n1. The result is 0 (does not penetrate BBB). (10) The molecule is CC(=O)OCC(=O)[C@@]1(OC(C)=O)[C@@H](C)C[C@H]2[C@@H]3C[C@H](F)C4=CC(=O)C=C[C@]4(C)[C@@]3(F)[C@@H](O)C[C@@]21C. The result is 1 (penetrates BBB).